This data is from Forward reaction prediction with 1.9M reactions from USPTO patents (1976-2016). The task is: Predict the product of the given reaction. (1) Given the reactants [N:1]1([C:7]([O:9][C:10]([CH3:13])([CH3:12])[CH3:11])=[O:8])[CH2:6][CH2:5][NH:4][CH2:3][CH2:2]1.[O:14]1[CH2:19][CH2:18][C:17](=O)[CH2:16][CH2:15]1.CO.[BH4-].[Na+], predict the reaction product. The product is: [O:14]1[CH2:19][CH2:18][CH:17]([N:4]2[CH2:5][CH2:6][N:1]([C:7]([O:9][C:10]([CH3:13])([CH3:12])[CH3:11])=[O:8])[CH2:2][CH2:3]2)[CH2:16][CH2:15]1. (2) Given the reactants C(O[C:6]([N:8]1[CH2:13][CH2:12][C:11]([C:15]([N:17]2[CH2:26][CH2:25][C:24]3[C:19](=[CH:20][CH:21]=[C:22]([C:27]([O:29][CH3:30])=[O:28])[CH:23]=3)[CH2:18]2)=[O:16])([CH3:14])[CH2:10][CH2:9]1)=O)(C)(C)C.Cl.[CH:32](=O)C.[O-]S([O-])(=O)=O.[Mg+2].C([BH3-])#N.[Na+], predict the reaction product. The product is: [CH2:6]([N:8]1[CH2:9][CH2:10][C:11]([C:15]([N:17]2[CH2:26][CH2:25][C:24]3[C:19](=[CH:20][CH:21]=[C:22]([C:27]([O:29][CH3:30])=[O:28])[CH:23]=3)[CH2:18]2)=[O:16])([CH3:14])[CH2:12][CH2:13]1)[CH3:32]. (3) Given the reactants [Br:1][C:2]1[CH:7]=[CH:6][N:5]=[C:4]([NH:8][CH:9]=[C:10]([C:15]([O:17][CH3:18])=[O:16])[C:11](OC)=[O:12])[CH:3]=1.P(Br)(Br)(Br)=O.C([O-])([O-])=O.[Na+].[Na+], predict the reaction product. The product is: [Br:1][C:2]1[CH:7]=[CH:6][N:5]2[C:11](=[O:12])[C:10]([C:15]([O:17][CH3:18])=[O:16])=[CH:9][N:8]=[C:4]2[CH:3]=1. (4) The product is: [NH2:1][C:4]1[CH:5]=[CH:6][C:7]([O:10][CH:11]2[CH2:12][CH2:13][CH:14]([C:17]([O:19][C:20]([CH3:23])([CH3:22])[CH3:21])=[O:18])[CH2:15][CH2:16]2)=[N:8][CH:9]=1. Given the reactants [N+:1]([C:4]1[CH:5]=[CH:6][C:7]([O:10][CH:11]2[CH2:16][CH2:15][CH:14]([C:17]([O:19][C:20]([CH3:23])([CH3:22])[CH3:21])=[O:18])[CH2:13][CH2:12]2)=[N:8][CH:9]=1)([O-])=O, predict the reaction product. (5) Given the reactants [CH:1]([O:4][C:5]1[CH:14]=[C:13]([C:15]([F:18])([F:17])[F:16])[C:12]2[C:7](=[CH:8][CH:9]=[C:10]3[NH:22][C@H:21]([CH:23]([CH3:25])[CH3:24])[CH2:20][O:19][C:11]3=2)[N:6]=1)([CH3:3])[CH3:2].C([O-])([O-])=O.[K+].[K+].[CH2:32](Br)[CH:33]=[CH2:34].O, predict the reaction product. The product is: [CH2:34]([N:22]1[C:10]2[C:11](=[C:12]3[C:7](=[CH:8][CH:9]=2)[N:6]=[C:5]([O:4][CH:1]([CH3:3])[CH3:2])[CH:14]=[C:13]3[C:15]([F:18])([F:17])[F:16])[O:19][CH2:20][C@H:21]1[CH:23]([CH3:25])[CH3:24])[CH:33]=[CH2:32]. (6) Given the reactants C1(O[C:8](=[O:29])[NH:9][C:10]2[S:14][N:13]=[C:12]([O:15][CH2:16][C:17]3[CH:22]=[C:21]([F:23])[C:20]([CH3:24])=[CH:19][C:18]=3[F:25])[C:11]=2[C:26](=[O:28])[NH2:27])C=CC=CC=1.[NH2:30][CH2:31][CH2:32][CH2:33][CH2:34][N:35]1[CH2:39][CH:38]([OH:40])[CH:37]([OH:41])[CH2:36]1, predict the reaction product. The product is: [F:25][C:18]1[CH:19]=[C:20]([CH3:24])[C:21]([F:23])=[CH:22][C:17]=1[CH2:16][O:15][C:12]1[C:11]([C:26]([NH2:27])=[O:28])=[C:10]([NH:9][C:8]([NH:30][CH2:31][CH2:32][CH2:33][CH2:34][N:35]2[CH2:39][CH:38]([OH:40])[CH:37]([OH:41])[CH2:36]2)=[O:29])[S:14][N:13]=1.